This data is from Full USPTO retrosynthesis dataset with 1.9M reactions from patents (1976-2016). The task is: Predict the reactants needed to synthesize the given product. (1) Given the product [C:25]([O:24][C:22]([N:9]([C:3]1[CH:4]=[CH:5][CH:6]=[C:7]([CH3:8])[C:2]=1[CH3:1])[CH2:10][CH2:11][CH2:12][C:13]([O:15][CH3:16])=[O:14])=[O:23])([CH3:28])([CH3:27])[CH3:26], predict the reactants needed to synthesize it. The reactants are: [CH3:1][C:2]1[C:7]([CH3:8])=[CH:6][CH:5]=[CH:4][C:3]=1[NH:9][CH2:10][CH2:11][CH2:12][C:13]([O:15][CH3:16])=[O:14].C(=O)(O)[O-].[Na+].[C:22](O[C:22]([O:24][C:25]([CH3:28])([CH3:27])[CH3:26])=[O:23])([O:24][C:25]([CH3:28])([CH3:27])[CH3:26])=[O:23]. (2) The reactants are: [CH:1]([O:4][P:5]([CH2:11]Br)(=[O:10])[O:6][CH:7]([CH3:9])[CH3:8])([CH3:3])[CH3:2].[OH:13][CH2:14][C:15]([CH2:38][CH3:39])=[CH:16][CH2:17][C:18]1[C:26]([O:27][CH2:28][CH2:29][Si:30]([CH3:33])([CH3:32])[CH3:31])=[C:25]2[C:21]([CH2:22][O:23][C:24]2=[O:34])=[C:20]([CH3:35])[C:19]=1[O:36][CH3:37].CC(C)([O-])C.[Li+].[Cl-].[Li+]. Given the product [CH:1]([O:4][P:5]([CH2:11][O:13][CH2:14][C:15]([CH2:38][CH3:39])=[CH:16][CH2:17][C:18]1[C:26]([O:27][CH2:28][CH2:29][Si:30]([CH3:32])([CH3:33])[CH3:31])=[C:25]2[C:21](=[C:20]([CH3:35])[C:19]=1[O:36][CH3:37])[CH2:22][O:23][C:24]2=[O:34])(=[O:10])[O:6][CH:7]([CH3:9])[CH3:8])([CH3:3])[CH3:2], predict the reactants needed to synthesize it. (3) Given the product [Br:1][C:2]1[CH:10]=[C:9]2[C:5]([CH:6]=[N:7][NH:8]2)=[C:4]([NH:11][C:19]([C:14]2[CH:15]=[CH:16][CH:17]=[CH:18][N:13]=2)=[O:20])[CH:3]=1, predict the reactants needed to synthesize it. The reactants are: [Br:1][C:2]1[CH:3]=[C:4]([NH2:11])[C:5]2[CH:6]=[N:7][NH:8][C:9]=2[CH:10]=1.Cl.[N:13]1[CH:18]=[CH:17][CH:16]=[CH:15][C:14]=1[C:19](Cl)=[O:20].CCN(C(C)C)C(C)C.